This data is from Catalyst prediction with 721,799 reactions and 888 catalyst types from USPTO. The task is: Predict which catalyst facilitates the given reaction. (1) Reactant: [Cl:1][C:2]1[C:7]([Cl:8])=[C:6]([C:9]([OH:18])([C:14]([F:17])([F:16])[F:15])[C:10]([F:13])([F:12])[F:11])[CH:5]=[CH:4][C:3]=1[C:19]1[S:23][C:22]([C:24]([O-:26])=O)=[N:21][C:20]=1[CH2:27][OH:28].[K+].Cl.[NH2:31][C@H:32]1[CH2:35][C@H:34]([C:36]([O:38][CH3:39])=[O:37])[CH2:33]1.CCN(C(C)C)C(C)C.CN(C(ON1N=NC2C=CC=NC1=2)=[N+](C)C)C.F[P-](F)(F)(F)(F)F. Product: [Cl:1][C:2]1[C:7]([Cl:8])=[C:6]([C:9]([OH:18])([C:14]([F:17])([F:15])[F:16])[C:10]([F:11])([F:13])[F:12])[CH:5]=[CH:4][C:3]=1[C:19]1[S:23][C:22]([C:24]([NH:31][C@H:32]2[CH2:35][C@H:34]([C:36]([O:38][CH3:39])=[O:37])[CH2:33]2)=[O:26])=[N:21][C:20]=1[CH2:27][OH:28]. The catalyst class is: 3. (2) Reactant: [CH3:1][C:2]1[C:7]2=[N:8][CH:9]=[C:10]([C:13]3[NH:17][N:16]=[N:15][N:14]=3)[C:11](=[O:12])[N:6]2[CH:5]=[CH:4][CH:3]=1.[OH-].[K+:19]. Product: [CH3:1][C:2]1[C:7]2=[N:8][CH:9]=[C:10]([C:13]3[N-:17][N:16]=[N:15][N:14]=3)[C:11](=[O:12])[N:6]2[CH:5]=[CH:4][CH:3]=1.[K+:19]. The catalyst class is: 5. (3) Reactant: [C:1]([O:5][C:6]([NH:8][C:9]([CH3:49])([CH3:48])[C:10]([NH:12][C@H:13]([CH2:38][C:39]1[C:47]2[C:42](=[CH:43][CH:44]=[CH:45][CH:46]=2)[NH:41][CH:40]=1)[C:14]([NH:16][C:17]1[N:18]=[C:19]([CH:22]([C:28]2[CH:37]=[CH:36][C:35]3[C:30](=[CH:31][CH:32]=[CH:33][CH:34]=3)[CH:29]=2)[C:23]([O:25]CC)=[O:24])[NH:20][CH:21]=1)=[O:15])=[O:11])=[O:7])([CH3:4])([CH3:3])[CH3:2].[OH-].[Li+].O1CCOCC1. Product: [C:1]([O:5][C:6]([NH:8][C:9]([CH3:49])([CH3:48])[C:10]([NH:12][C@H:13]([CH2:38][C:39]1[C:47]2[C:42](=[CH:43][CH:44]=[CH:45][CH:46]=2)[NH:41][CH:40]=1)[C:14]([NH:16][C:17]1[N:18]=[C:19]([CH:22]([C:28]2[CH:37]=[CH:36][C:35]3[C:30](=[CH:31][CH:32]=[CH:33][CH:34]=3)[CH:29]=2)[C:23]([OH:25])=[O:24])[NH:20][CH:21]=1)=[O:15])=[O:11])=[O:7])([CH3:4])([CH3:2])[CH3:3]. The catalyst class is: 6. (4) Reactant: [Cl:1][C:2]1[CH:3]=[C:4]([NH:10][C:11]2[N:16]=[CH:15][C:14]([N:17]3[CH2:22][CH2:21][N:20](C([O-])=O)[CH2:19][CH2:18]3)=[CH:13][CH:12]=2)[C:5](=[O:9])[N:6]([CH3:8])[N:7]=1. Product: [ClH:1].[Cl:1][C:2]1[CH:3]=[C:4]([NH:10][C:11]2[CH:12]=[CH:13][C:14]([N:17]3[CH2:22][CH2:21][NH:20][CH2:19][CH2:18]3)=[CH:15][N:16]=2)[C:5](=[O:9])[N:6]([CH3:8])[N:7]=1. The catalyst class is: 89. (5) Reactant: [CH3:1][O:2]N.Cl.C(Cl)Cl.[BH3-][C:9]#[N:10].[Na+].Cl.N1[CH:18]=[CH:17][CH:16]=[CH:15][CH:14]=1. Product: [CH3:1][O:2][NH:10][CH2:9][C:14]1[C:18]2[C:18](=[CH:14][CH:15]=[CH:16][CH:17]=2)[CH:17]=[CH:16][CH:15]=1. The catalyst class is: 14. (6) Reactant: [NH:1]1[C:9]2[C:4](=[CH:5][CH:6]=[CH:7][CH:8]=2)[C:3]([C:10]([OH:12])=O)=[CH:2]1.C(N(CC)CC)C.C1(P([N:34]=[N+:35]=[N-:36])(C2C=CC=CC=2)=O)C=CC=CC=1.C(OCC)(=O)C. Product: [NH:1]1[C:9]2[C:4](=[CH:5][CH:6]=[CH:7][CH:8]=2)[C:3]([C:10]([N:34]=[N+:35]=[N-:36])=[O:12])=[CH:2]1. The catalyst class is: 7. (7) Reactant: [CH2:1]([O:3][C:4](=[O:12])[C:5]([OH:11])([CH3:10])[CH2:6][N+:7]([O-])=O)[CH3:2]. Product: [CH2:1]([O:3][C:4](=[O:12])[C:5]([OH:11])([CH3:10])[CH2:6][NH2:7])[CH3:2]. The catalyst class is: 183. (8) Reactant: FC(F)(F)C(O)=O.[Br:8][C:9]1[CH:10]=[C:11]2[C:21](=[N:22][CH:23]=1)[NH:20][C:19](=[O:24])[C:13]1([CH2:18][CH2:17][NH:16][CH2:15][CH2:14]1)[CH2:12]2.C(N(CC)CC)C.[C:32](Cl)(=[O:37])[C:33]([CH3:36])([CH3:35])[CH3:34]. Product: [Br:8][C:9]1[CH:10]=[C:11]2[C:21](=[N:22][CH:23]=1)[NH:20][C:19](=[O:24])[C:13]1([CH2:18][CH2:17][N:16]([C:32](=[O:37])[C:33]([CH3:36])([CH3:35])[CH3:34])[CH2:15][CH2:14]1)[CH2:12]2. The catalyst class is: 34. (9) Reactant: Cl[C:2]1[N:11]=[CH:10][C:9]2[N:8]([CH2:12][C:13]3[CH:18]=[CH:17][C:16]([S:19]([CH3:22])(=[O:21])=[O:20])=[CH:15][CH:14]=3)[C:7](=[O:23])[CH:6]3[CH2:24][O:25][CH2:26][CH2:27][N:5]3[C:4]=2[N:3]=1.CC1(C)C(C)(C)OB([C:36]2[CH:41]=[CH:40][N:39]=[C:38]3[N:42]([S:45]([C:48]4[CH:54]=[CH:53][C:51]([CH3:52])=[CH:50][CH:49]=4)(=[O:47])=[O:46])[CH:43]=[CH:44][C:37]=23)O1.C([O-])(O)=O.[Na+]. Product: [CH3:22][S:19]([C:16]1[CH:17]=[CH:18][C:13]([CH2:12][N:8]2[C:7](=[O:23])[CH:6]3[CH2:24][O:25][CH2:26][CH2:27][N:5]3[C:4]3[N:3]=[C:2]([C:36]4[CH:41]=[CH:40][N:39]=[C:38]5[N:42]([S:45]([C:48]6[CH:54]=[CH:53][C:51]([CH3:52])=[CH:50][CH:49]=6)(=[O:46])=[O:47])[CH:43]=[CH:44][C:37]=45)[N:11]=[CH:10][C:9]2=3)=[CH:14][CH:15]=1)(=[O:21])=[O:20]. The catalyst class is: 439.